Dataset: Forward reaction prediction with 1.9M reactions from USPTO patents (1976-2016). Task: Predict the product of the given reaction. The product is: [N:1]1([C:9]2[CH:14]=[CH:13][C:12]([C:15]34[CH2:22][N:19]([CH2:20][CH2:21]3)[CH2:18][CH:17]=[CH:16]4)=[CH:11][N:10]=2)[CH:5]=[CH:4][N:3]=[CH:2]1. Given the reactants [NH:1]1[CH:5]=[CH:4][N:3]=[CH:2]1.[H-].[Na+].Br[C:9]1[CH:14]=[CH:13][C:12]([C:15]23[CH2:22][N:19]([CH2:20][CH2:21]2)[CH2:18][CH:17]=[CH:16]3)=[CH:11][N:10]=1, predict the reaction product.